Regression. Given a peptide amino acid sequence and an MHC pseudo amino acid sequence, predict their binding affinity value. This is MHC class II binding data. From a dataset of Peptide-MHC class II binding affinity with 134,281 pairs from IEDB. (1) The peptide sequence is GFGMLLRKYGIAAENVIDVK. The MHC is DRB1_1101 with pseudo-sequence DRB1_1101. The binding affinity (normalized) is 0.829. (2) The peptide sequence is AAGGWDSLAAELATT. The MHC is DRB1_1302 with pseudo-sequence DRB1_1302. The binding affinity (normalized) is 0. (3) The peptide sequence is GSLKPNCGNKVVVSY. The MHC is HLA-DQA10101-DQB10501 with pseudo-sequence HLA-DQA10101-DQB10501. The binding affinity (normalized) is 0. (4) The peptide sequence is GEKKLNSLDPMTNSG. The MHC is DRB1_0101 with pseudo-sequence DRB1_0101. The binding affinity (normalized) is 0.385.